This data is from Peptide-MHC class II binding affinity with 134,281 pairs from IEDB. The task is: Regression. Given a peptide amino acid sequence and an MHC pseudo amino acid sequence, predict their binding affinity value. This is MHC class II binding data. The peptide sequence is FNGGESKLKAEATTD. The MHC is HLA-DPA10201-DPB10101 with pseudo-sequence HLA-DPA10201-DPB10101. The binding affinity (normalized) is 0.109.